Task: Predict the product of the given reaction.. Dataset: Forward reaction prediction with 1.9M reactions from USPTO patents (1976-2016) Given the reactants P(Br)(Br)[Br:2].[CH2:5]([O:12][C:13]1[CH:14]=[N:15][C:16]2[C:21]([C:22]=1[CH2:23]O)=[N:20][C:19]([O:25][CH3:26])=[CH:18][CH:17]=2)[C:6]1[CH:11]=[CH:10][CH:9]=[CH:8][CH:7]=1.C(=O)([O-])[O-].[Na+].[Na+], predict the reaction product. The product is: [CH2:5]([O:12][C:13]1[C:22]([CH2:23][Br:2])=[C:21]2[C:16]([CH:17]=[CH:18][C:19]([O:25][CH3:26])=[N:20]2)=[N:15][CH:14]=1)[C:6]1[CH:11]=[CH:10][CH:9]=[CH:8][CH:7]=1.